Dataset: Full USPTO retrosynthesis dataset with 1.9M reactions from patents (1976-2016). Task: Predict the reactants needed to synthesize the given product. (1) Given the product [CH2:9]([C:7]1[N:6]([C:11]2[CH:16]=[CH:15][C:14]([CH2:17][CH2:18][OH:19])=[CH:13][CH:12]=2)[C:5]2[CH:20]=[CH:21][C:2]([C:22]3[CH:27]=[CH:26][CH:25]=[CH:24][CH:23]=3)=[CH:3][C:4]=2[N:8]=1)[CH3:10], predict the reactants needed to synthesize it. The reactants are: Br[C:2]1[CH:21]=[CH:20][C:5]2[N:6]([C:11]3[CH:16]=[CH:15][C:14]([CH2:17][CH2:18][OH:19])=[CH:13][CH:12]=3)[C:7]([CH2:9][CH3:10])=[N:8][C:4]=2[CH:3]=1.[C:22]1(B(O)O)[CH:27]=[CH:26][CH:25]=[CH:24][CH:23]=1.C([O-])([O-])=O.[K+].[K+]. (2) Given the product [Cl:23][C:24]1[CH:29]=[C:28]([N+:30]([O-:32])=[O:31])[C:27]([Cl:33])=[CH:26][C:25]=1[O:20][CH2:19][CH2:18][CH2:17][Si:16]([CH3:22])([CH3:21])[CH3:15], predict the reactants needed to synthesize it. The reactants are: N(C(OC(C)C)=O)=NC(OC(C)C)=O.[CH3:15][Si:16]([CH3:22])([CH3:21])[CH2:17][CH2:18][CH2:19][OH:20].[Cl:23][C:24]1[CH:29]=[C:28]([N+:30]([O-:32])=[O:31])[C:27]([Cl:33])=[CH:26][C:25]=1O.C1(P(C2C=CC=CC=2)C2C=CC=CC=2)C=CC=CC=1.